Dataset: Forward reaction prediction with 1.9M reactions from USPTO patents (1976-2016). Task: Predict the product of the given reaction. (1) Given the reactants O[CH2:2][C:3]1[N:7]([CH3:8])[C:6](=[O:9])[NH:5][N:4]=1.O=S(Cl)[Cl:12], predict the reaction product. The product is: [Cl:12][CH2:2][C:3]1[N:7]([CH3:8])[C:6](=[O:9])[NH:5][N:4]=1. (2) Given the reactants [CH2:1]([O:8][C:9]1[CH:18]=[C:17]2[C:12]([C:13]([NH:22][CH2:23][CH2:24][OH:25])=[C:14]([N+:19]([O-:21])=[O:20])[CH:15]=[N:16]2)=[CH:11][CH:10]=1)[C:2]1[CH:7]=[CH:6][CH:5]=[CH:4][CH:3]=1.N1C=CC=CC=1.[Si:32](Cl)([C:35]([CH3:38])([CH3:37])[CH3:36])([CH3:34])[CH3:33], predict the reaction product. The product is: [CH2:1]([O:8][C:9]1[CH:18]=[C:17]2[C:12]([C:13]([NH:22][CH2:23][CH2:24][O:25][Si:32]([C:35]([CH3:38])([CH3:37])[CH3:36])([CH3:34])[CH3:33])=[C:14]([N+:19]([O-:21])=[O:20])[CH:15]=[N:16]2)=[CH:11][CH:10]=1)[C:2]1[CH:3]=[CH:4][CH:5]=[CH:6][CH:7]=1. (3) Given the reactants Br[C:2]1[CH:3]=[C:4]2[C:8](=[C:9]([C:11]([NH2:13])=[O:12])[CH:10]=1)[NH:7][CH:6]=[C:5]2[CH:14]1[CH2:19][CH:18]([CH3:20])[S:17](=[O:22])(=[O:21])[CH:16]([CH3:23])[CH2:15]1.[S:24]1[CH:28]=[CH:27][C:26](B(O)O)=[CH:25]1.C(=O)([O-])[O-].[K+].[K+], predict the reaction product. The product is: [CH3:20][CH:18]1[CH2:19][CH:14]([C:5]2[C:4]3[C:8](=[C:9]([C:11]([NH2:13])=[O:12])[CH:10]=[C:2]([C:26]4[CH:27]=[CH:28][S:24][CH:25]=4)[CH:3]=3)[NH:7][CH:6]=2)[CH2:15][CH:16]([CH3:23])[S:17]1(=[O:22])=[O:21]. (4) Given the reactants [C:1]([O:5][NH:6][C:7]([C:9]1[CH:10]=[C:11]([CH:14]=[CH:15][CH:16]=1)[C:12]#[N:13])=[O:8])([CH3:4])([CH3:3])[CH3:2].NO.C([N:22](C(C)C)CC)(C)C.[Cl:28][CH2:29][C:30](Cl)=[O:31], predict the reaction product. The product is: [Cl:28][CH2:29][C:30]1[O:31][N:22]=[C:12]([C:11]2[CH:14]=[CH:15][CH:16]=[C:9]([C:7](=[O:8])[NH:6][O:5][C:1]([CH3:4])([CH3:2])[CH3:3])[CH:10]=2)[N:13]=1. (5) Given the reactants C([O:8][C:9]1[C:14]2[NH:15][C:16](=[O:19])[CH2:17][O:18][C:13]=2[C:12]([CH:20]([OH:41])[CH2:21][NH:22][C:23]2([CH2:26][CH2:27][N:28]3[C:33]4[CH:34]=[CH:35][CH:36]=[CH:37][C:32]=4[C:31]([CH3:39])([CH3:38])[O:30][C:29]3=[O:40])[CH2:25][CH2:24]2)=[CH:11][CH:10]=1)C1C=CC=CC=1.[H][H], predict the reaction product. The product is: [OH:41][CH:20]([C:12]1[C:13]2[O:18][CH2:17][C:16](=[O:19])[NH:15][C:14]=2[C:9]([OH:8])=[CH:10][CH:11]=1)[CH2:21][NH:22][C:23]1([CH2:26][CH2:27][N:28]2[C:33]3[CH:34]=[CH:35][CH:36]=[CH:37][C:32]=3[C:31]([CH3:39])([CH3:38])[O:30][C:29]2=[O:40])[CH2:24][CH2:25]1.